Dataset: NCI-60 drug combinations with 297,098 pairs across 59 cell lines. Task: Regression. Given two drug SMILES strings and cell line genomic features, predict the synergy score measuring deviation from expected non-interaction effect. (1) Drug 1: C1CN1C2=NC(=NC(=N2)N3CC3)N4CC4. Drug 2: CCC1=CC2CC(C3=C(CN(C2)C1)C4=CC=CC=C4N3)(C5=C(C=C6C(=C5)C78CCN9C7C(C=CC9)(C(C(C8N6C)(C(=O)OC)O)OC(=O)C)CC)OC)C(=O)OC.C(C(C(=O)O)O)(C(=O)O)O. Cell line: OVCAR-4. Synergy scores: CSS=29.1, Synergy_ZIP=-4.24, Synergy_Bliss=-4.61, Synergy_Loewe=-2.74, Synergy_HSA=-1.47. (2) Drug 1: CC1C(C(CC(O1)OC2CC(CC3=C2C(=C4C(=C3O)C(=O)C5=C(C4=O)C(=CC=C5)OC)O)(C(=O)C)O)N)O.Cl. Drug 2: CC1C(C(=O)NC(C(=O)N2CCCC2C(=O)N(CC(=O)N(C(C(=O)O1)C(C)C)C)C)C(C)C)NC(=O)C3=C4C(=C(C=C3)C)OC5=C(C(=O)C(=C(C5=N4)C(=O)NC6C(OC(=O)C(N(C(=O)CN(C(=O)C7CCCN7C(=O)C(NC6=O)C(C)C)C)C)C(C)C)C)N)C. Cell line: HL-60(TB). Synergy scores: CSS=38.4, Synergy_ZIP=0.294, Synergy_Bliss=-5.56, Synergy_Loewe=-9.32, Synergy_HSA=-5.31. (3) Drug 1: C1=NC2=C(N1)C(=S)N=C(N2)N. Drug 2: CCCS(=O)(=O)NC1=C(C(=C(C=C1)F)C(=O)C2=CNC3=C2C=C(C=N3)C4=CC=C(C=C4)Cl)F. Cell line: RPMI-8226. Synergy scores: CSS=28.2, Synergy_ZIP=0.658, Synergy_Bliss=0.425, Synergy_Loewe=-26.7, Synergy_HSA=-3.03. (4) Drug 1: CC(C)NC(=O)C1=CC=C(C=C1)CNNC.Cl. Drug 2: C(CCl)NC(=O)N(CCCl)N=O. Cell line: ACHN. Synergy scores: CSS=6.09, Synergy_ZIP=-0.694, Synergy_Bliss=3.55, Synergy_Loewe=0.874, Synergy_HSA=2.18. (5) Drug 1: CC(C1=C(C=CC(=C1Cl)F)Cl)OC2=C(N=CC(=C2)C3=CN(N=C3)C4CCNCC4)N. Drug 2: C#CCC(CC1=CN=C2C(=N1)C(=NC(=N2)N)N)C3=CC=C(C=C3)C(=O)NC(CCC(=O)O)C(=O)O. Cell line: HCC-2998. Synergy scores: CSS=2.37, Synergy_ZIP=-1.78, Synergy_Bliss=1.32, Synergy_Loewe=-0.677, Synergy_HSA=-1.21. (6) Drug 1: C1CN(CCN1C(=O)CCBr)C(=O)CCBr. Drug 2: COC1=C2C(=CC3=C1OC=C3)C=CC(=O)O2. Cell line: HL-60(TB). Synergy scores: CSS=73.2, Synergy_ZIP=0.603, Synergy_Bliss=0.106, Synergy_Loewe=-7.17, Synergy_HSA=-0.279. (7) Drug 1: CN(C)N=NC1=C(NC=N1)C(=O)N. Drug 2: C1=CN(C(=O)N=C1N)C2C(C(C(O2)CO)O)O.Cl. Cell line: HCT116. Synergy scores: CSS=52.1, Synergy_ZIP=-0.931, Synergy_Bliss=1.11, Synergy_Loewe=-25.9, Synergy_HSA=3.31.